From a dataset of Peptide-MHC class I binding affinity with 185,985 pairs from IEDB/IMGT. Regression. Given a peptide amino acid sequence and an MHC pseudo amino acid sequence, predict their binding affinity value. This is MHC class I binding data. (1) The peptide sequence is ELADARRAL. The MHC is HLA-A02:02 with pseudo-sequence HLA-A02:02. The binding affinity (normalized) is 0.302. (2) The peptide sequence is FSSRMYCSFY. The MHC is HLA-A24:02 with pseudo-sequence HLA-A24:02. The binding affinity (normalized) is 0.0137.